This data is from Forward reaction prediction with 1.9M reactions from USPTO patents (1976-2016). The task is: Predict the product of the given reaction. (1) Given the reactants [C:1]([C:5]1[CH:17]=[CH:16][C:15]2[C:14]3[C:9](=[CH:10][C:11]([C:18]([CH3:21])([CH3:20])[CH3:19])=[CH:12][CH:13]=3)[CH2:8][C:7]=2[CH:6]=1)([CH3:4])([CH3:3])[CH3:2].C([Li])CCC.CCCCCC.C(C1C=C(C)C(=[C:42]([C:49]2[CH:54]=[CH:53][CH:52]=[CH:51][CH:50]=2)[C:43]2[CH:48]=[CH:47][CH:46]=[CH:45][CH:44]=2)C=1)(C)(C)C.Cl, predict the reaction product. The product is: [C:1]([C:5]1[CH:17]=[CH:16][C:15]2[C:14]3[C:9](=[CH:10][C:11]([C:18]([CH3:21])([CH3:20])[CH3:19])=[CH:12][CH:13]=3)[CH2:8][C:7]=2[C:6]=1[CH:42]([C:43]1[CH:48]=[CH:47][CH:46]=[CH:45][CH:44]=1)[C:49]1[CH:54]=[CH:53][CH:52]=[CH:51][CH:50]=1)([CH3:4])([CH3:3])[CH3:2]. (2) Given the reactants [C:1]1([C:12]2[CH:17]=[CH:16][CH:15]=[CH:14][CH:13]=2)[CH:6]=[CH:5][C:4]([C:7]2[N:8]=[CH:9][NH:10][CH:11]=2)=[CH:3][CH:2]=1.N1CCC[C@H]1C(O)=O.[Br:26][C:27]1[CH:32]=[C:31]([C:33]([CH3:36])([CH3:35])[CH3:34])[CH:30]=[C:29](Br)[CH:28]=1.C([O-])([O-])=O.[K+].[K+], predict the reaction product. The product is: [C:1]1([C:12]2[CH:17]=[CH:16][CH:15]=[CH:14][CH:13]=2)[CH:6]=[CH:5][C:4]([C:7]2[N:8]=[CH:9][N:10]([C:29]3[CH:30]=[C:31]([C:33]([CH3:35])([CH3:34])[CH3:36])[CH:32]=[C:27]([Br:26])[CH:28]=3)[CH:11]=2)=[CH:3][CH:2]=1. (3) Given the reactants [N:1]([O-:3])=[O:2].[Ag+:4].[CH2:5]([S:7][CH2:8][CH3:9])[CH3:6], predict the reaction product. The product is: [N:1]([O-:3])=[O:2].[Ag+:4].[CH2:5]([S:7][CH2:8][CH3:9])[CH3:6]. (4) Given the reactants Cl[C:2]1[N:7]=[C:6]([Cl:8])[N:5]=[C:4]([Cl:9])[N:3]=1.[CH:10]([NH2:13])([CH3:12])[CH3:11].C([O-])(O)=O.[Na+], predict the reaction product. The product is: [Cl:9][C:4]1[N:5]=[C:6]([Cl:8])[N:7]=[C:2]([NH:13][CH:10]([CH3:12])[CH3:11])[N:3]=1. (5) Given the reactants [CH2:1]([O:8][CH2:9][C:10]1[CH:14]=[C:13]([NH2:15])[NH:12][N:11]=1)[C:2]1[CH:7]=[CH:6][CH:5]=[CH:4][CH:3]=1.O.[N+:17]([CH:20]([CH:23]=O)[CH:21]=O)([O-:19])=[O:18].[Na].C(O)(=O)C, predict the reaction product. The product is: [CH2:1]([O:8][CH2:9][C:10]1[C:14]2[C:13](=[N:15][CH:21]=[C:20]([N+:17]([O-:19])=[O:18])[CH:23]=2)[NH:12][N:11]=1)[C:2]1[CH:3]=[CH:4][CH:5]=[CH:6][CH:7]=1.